Dataset: Forward reaction prediction with 1.9M reactions from USPTO patents (1976-2016). Task: Predict the product of the given reaction. (1) Given the reactants [F:1][C:2]1[CH:3]=[CH:4][C:5]([OH:28])=[C:6]([C:8]2[CH:13]=[CH:12][CH:11]=[C:10]([S:14]([NH:17][C:18]3[CH:26]=[CH:25][C:21]([C:22]([OH:24])=[O:23])=[C:20]([OH:27])[CH:19]=3)(=[O:16])=[O:15])[CH:9]=2)[CH:7]=1.[C:29](N1C=CN=C1)(N1C=CN=C1)=O.N1C=CC=CC=1.CO.C(O)(C(F)(F)F)=O, predict the reaction product. The product is: [F:1][C:2]1[CH:3]=[CH:4][C:5]([OH:28])=[C:6]([C:8]2[CH:13]=[CH:12][CH:11]=[C:10]([S:14]([NH:17][C:18]3[CH:26]=[CH:25][C:21]([C:22]([O:24][CH3:29])=[O:23])=[C:20]([OH:27])[CH:19]=3)(=[O:15])=[O:16])[CH:9]=2)[CH:7]=1. (2) Given the reactants [CH3:1][O:2][C:3](=[O:27])[CH:4]([C:9]1[CH:10]=[C:11]([C:16]2[CH:21]=[CH:20][C:19]([Cl:22])=[C:18]([C:23]([F:26])([F:25])[F:24])[CH:17]=2)[CH:12]=[C:13]([OH:15])[CH:14]=1)[CH2:5][CH:6]([CH3:8])[CH3:7].[F:28][C:29]([F:40])([F:39])[C:30]1[CH:31]=[C:32](B(O)O)[CH:33]=[CH:34][CH:35]=1, predict the reaction product. The product is: [CH3:1][O:2][C:3](=[O:27])[CH:4]([C:9]1[CH:10]=[C:11]([C:16]2[CH:21]=[CH:20][C:19]([Cl:22])=[C:18]([C:23]([F:26])([F:24])[F:25])[CH:17]=2)[CH:12]=[C:13]([O:15][C:34]2[CH:33]=[CH:32][CH:31]=[C:30]([C:29]([F:40])([F:39])[F:28])[CH:35]=2)[CH:14]=1)[CH2:5][CH:6]([CH3:8])[CH3:7]. (3) Given the reactants [Cl:1][C:2]1[C:3]([NH:15][CH:16]2[CH2:24][CH2:23][CH:22]3[CH:18]([CH2:19][NH:20][CH2:21]3)[CH2:17]2)=[N:4][C:5]([NH:8][C:9]2[CH:10]=[N:11][N:12]([CH3:14])[CH:13]=2)=[N:6][CH:7]=1.[C:25]([CH2:27][C:28](O)=[O:29])#[N:26].CCN=C=NCCCN(C)C.C1C=NC2N(O)N=NC=2C=1, predict the reaction product. The product is: [Cl:1][C:2]1[C:3]([NH:15][CH:16]2[CH2:24][CH2:23][CH:22]3[CH:18]([CH2:19][N:20]([C:28](=[O:29])[CH2:27][C:25]#[N:26])[CH2:21]3)[CH2:17]2)=[N:4][C:5]([NH:8][C:9]2[CH:10]=[N:11][N:12]([CH3:14])[CH:13]=2)=[N:6][CH:7]=1. (4) Given the reactants C[C:2](C)([O-:4])C.[K+].[Br-].COC[P+](C1C=CC=CC=1)(C1C=CC=CC=1)C1C=CC=CC=1.[CH3:30][O:31][C:32]1[C:41]2[C:36](=[CH:37][CH:38]=[CH:39][CH:40]=2)[C:35]([O:42][CH3:43])=[C:34]([CH3:44])[C:33]=1[CH:45]=O.Cl, predict the reaction product. The product is: [CH3:30][O:31][C:32]1[C:41]2[C:36](=[CH:37][CH:38]=[CH:39][CH:40]=2)[C:35]([O:42][CH3:43])=[C:34]([CH3:44])[C:33]=1[CH2:45][CH:2]=[O:4]. (5) Given the reactants C(O)(=O)C(O)=O.[NH2:7][CH2:8][CH:9]1[C:11]2([CH2:16][CH2:15][N:14]([C:17]([O:19][C:20]([CH3:23])([CH3:22])[CH3:21])=[O:18])[CH2:13][CH2:12]2)[CH2:10]1.Cl[C:25]([O:27][C:28]1[CH:33]=[CH:32][C:31]([N+:34]([O-:36])=[O:35])=[CH:30][CH:29]=1)=[O:26].C(N(CC)CC)C, predict the reaction product. The product is: [N+:34]([C:31]1[CH:32]=[CH:33][C:28]([O:27][C:25]([NH:7][CH2:8][CH:9]2[C:11]3([CH2:12][CH2:13][N:14]([C:17]([O:19][C:20]([CH3:23])([CH3:22])[CH3:21])=[O:18])[CH2:15][CH2:16]3)[CH2:10]2)=[O:26])=[CH:29][CH:30]=1)([O-:36])=[O:35]. (6) Given the reactants [NH2:1][C:2]1[C:6]([C:7]#[N:8])=[CH:5][NH:4][N:3]=1.Br[CH2:10][CH2:11][O:12][CH2:13][CH2:14]O[CH2:10][CH2:11][O:12][CH2:13][CH2:14]Br.C(=O)([O-])[O-].[K+].[K+], predict the reaction product. The product is: [NH2:1][C:2]1[C:6]([C:7]#[N:8])=[CH:5][N:4]([CH2:10][CH2:11][O:12][CH2:13][CH3:14])[N:3]=1. (7) Given the reactants [OH:1][C:2]1[C:3]2[CH2:12][N:11](C(OCC3C=CC=CC=3)=O)[CH2:10][CH2:9][C:4]=2[N:5]=[C:6]([CH3:8])[N:7]=1.Cl[C:24]1[C:25]2CN(C(OCC3C=CC=CC=3)=O)CCC=2N=C(C)N=1.P(Cl)(Cl)(Cl)=O, predict the reaction product. The product is: [CH2:24]([O:1][C:2]1[C:3]2[CH2:12][NH:11][CH2:10][CH2:9][C:4]=2[N:5]=[C:6]([CH3:8])[N:7]=1)[CH3:25]. (8) Given the reactants [Cl:1][C:2]1[CH:3]=[CH:4][C:5]([O:17][CH2:18][C:19]2[CH:24]=[CH:23][CH:22]=[CH:21][CH:20]=2)=[C:6]([CH2:8][C:9]2[O:13][C:12]([C:14]([OH:16])=O)=[CH:11][CH:10]=2)[CH:7]=1.OC1C2N=NNC=2C=CC=1.Cl.[CH3:36][NH:37][O:38][CH3:39].C(N(CC)CC)C.Cl.CN(C)CCCN=C=NCC, predict the reaction product. The product is: [Cl:1][C:2]1[CH:3]=[CH:4][C:5]([O:17][CH2:18][C:19]2[CH:24]=[CH:23][CH:22]=[CH:21][CH:20]=2)=[C:6]([CH2:8][C:9]2[O:13][C:12]([C:14]([N:37]([CH3:36])[O:38][CH3:39])=[O:16])=[CH:11][CH:10]=2)[CH:7]=1. (9) Given the reactants [Na].[C:2]([O:6][C:7]([N:9]1[CH2:14][CH2:13][CH:12]([C:15](=[O:22])[CH2:16][C:17]([O:19][CH2:20][CH3:21])=[O:18])[CH2:11][CH2:10]1)=[O:8])([CH3:5])([CH3:4])[CH3:3].Br[CH2:24][CH2:25][C:26]1[CH:31]=[CH:30][C:29]([S:32][CH3:33])=[CH:28][CH:27]=1, predict the reaction product. The product is: [C:2]([O:6][C:7]([N:9]1[CH2:14][CH2:13][CH:12]([C:15](=[O:22])[CH:16]([C:17]([O:19][CH2:20][CH3:21])=[O:18])[CH2:24][CH2:25][C:26]2[CH:31]=[CH:30][C:29]([S:32][CH3:33])=[CH:28][CH:27]=2)[CH2:11][CH2:10]1)=[O:8])([CH3:4])([CH3:5])[CH3:3].